From a dataset of Full USPTO retrosynthesis dataset with 1.9M reactions from patents (1976-2016). Predict the reactants needed to synthesize the given product. (1) Given the product [F:8][C:7]([F:10])([F:9])[CH2:6][CH:2]([NH:1][S:17]([C:14]1[CH:15]=[CH:16][C:11]([CH3:21])=[CH:12][CH:13]=1)(=[O:19])=[O:18])[C:3]([OH:5])=[O:4], predict the reactants needed to synthesize it. The reactants are: [NH2:1][CH:2]([CH2:6][C:7]([F:10])([F:9])[F:8])[C:3]([OH:5])=[O:4].[C:11]1([CH3:21])[CH:16]=[CH:15][C:14]([S:17](Cl)(=[O:19])=[O:18])=[CH:13][CH:12]=1.[OH-].[Na+].Cl. (2) Given the product [Cl:15][C:16]1[CH:17]=[C:18]([CH:19]=[CH:20][C:21]=1[O:22][CH2:23][C:24]1[CH:29]=[CH:28][CH:27]=[CH:26][N:25]=1)[NH:30][C:31]1[C:32]2[CH:40]=[C:39]([NH:41][C:42](=[O:52])/[CH:43]=[CH:4]/[CH2:5][N:6]([CH3:8])[CH3:7])[N:38]=[CH:37][C:33]=2[N:34]=[CH:35][N:36]=1, predict the reactants needed to synthesize it. The reactants are: C(O[CH:4](OCC)[CH2:5][N:6]([CH3:8])[CH3:7])C.Cl.[OH-].[K+].[Cl:15][C:16]1[CH:17]=[C:18]([NH:30][C:31]2[C:32]3[CH:40]=[C:39]([NH:41][C:42](=[O:52])[CH2:43]P(=O)(OCC)OCC)[N:38]=[CH:37][C:33]=3[N:34]=[CH:35][N:36]=2)[CH:19]=[CH:20][C:21]=1[O:22][CH2:23][C:24]1[CH:29]=[CH:28][CH:27]=[CH:26][N:25]=1.[Li+].[Cl-]. (3) The reactants are: [Br:1][C:2]1[CH:3]=[N:4][N:5]([CH3:18])[C:6]=1[C:7]1[CH:12]=[C:11]([N+:13]([O-])=O)[CH:10]=[CH:9][C:8]=1[O:16][CH3:17].O.O.Cl[Sn]Cl.CCOC(C)=O.CCCCCC. Given the product [Br:1][C:2]1[CH:3]=[N:4][N:5]([CH3:18])[C:6]=1[C:7]1[CH:12]=[C:11]([NH2:13])[CH:10]=[CH:9][C:8]=1[O:16][CH3:17], predict the reactants needed to synthesize it. (4) Given the product [CH2:3]([N:10]1[CH2:16][CH2:15][CH2:14][N:13]([C:17]2[N:22]=[C:21]([CH3:23])[C:20]([CH:24]([CH2:29][CH2:30][CH3:31])[C:25]([OH:27])=[O:26])=[C:19]([C:32]3[CH:33]=[CH:34][C:35]([CH3:38])=[CH:36][CH:37]=3)[N:18]=2)[CH2:12][CH2:11]1)[C:4]1[CH:5]=[CH:6][CH:7]=[CH:8][CH:9]=1, predict the reactants needed to synthesize it. The reactants are: [OH-].[Na+].[CH2:3]([N:10]1[CH2:16][CH2:15][CH2:14][N:13]([C:17]2[N:22]=[C:21]([CH3:23])[C:20]([CH:24]([CH2:29][CH2:30][CH3:31])[C:25]([O:27]C)=[O:26])=[C:19]([C:32]3[CH:37]=[CH:36][C:35]([CH3:38])=[CH:34][CH:33]=3)[N:18]=2)[CH2:12][CH2:11]1)[C:4]1[CH:9]=[CH:8][CH:7]=[CH:6][CH:5]=1. (5) The reactants are: C(OC(=O)C)(=O)C.[N+:8]([O-:11])(O)=[O:9].[CH3:12][C:13]1[CH:17]=[CH:16][NH:15][N:14]=1.[N+]([O-])(OC(=O)C)=O.C(=O)([O-])[O-].[Na+].[Na+]. Given the product [CH3:12][C:13]1[CH:17]=[C:16]([N+:8]([O-:11])=[O:9])[NH:15][N:14]=1, predict the reactants needed to synthesize it. (6) Given the product [F:19][C:16]1[CH:17]=[CH:18][CH:9]=[C:10]([CH:15]=1)[C:11]([NH:13][CH3:14])=[O:12], predict the reactants needed to synthesize it. The reactants are: ClC1N=C(N[C:9]2[CH:18]=[CH:17][C:16]([F:19])=[CH:15][C:10]=2[C:11]([NH:13][CH3:14])=[O:12])C(Cl)=CN=1.NC1C=CC=CC=1. (7) Given the product [Cl:1][C:2]1[C:3]2[C:13]([N+:14]([O-:16])=[O:15])=[C:12]([OH:17])[C:11]([OH:18])=[CH:10][C:4]=2[S:5][C:6]=1[C:7]([OH:9])=[O:8], predict the reactants needed to synthesize it. The reactants are: [Cl:1][C:2]1[C:3]2[C:13]([N+:14]([O-:16])=[O:15])=[C:12]([OH:17])[C:11]([O:18]C)=[CH:10][C:4]=2[S:5][C:6]=1[C:7]([OH:9])=[O:8].N1C=CC=CC=1.[Cl-].[Cl-].[Cl-].[Al+3].Cl.